Dataset: Reaction yield outcomes from USPTO patents with 853,638 reactions. Task: Predict the reaction yield, written as a fraction of the theoretical maximum amount of product (1.0 means a 100% yield; for example, 0.34 means a 34% yield). (1) The reactants are [OH-].[K+].CS(C)=O.[NH:7]1[CH:11]=[N:10][N:9]=[N:8]1.Br[CH2:13][C:14]1[CH:19]=[CH:18][C:17]([C:20]2[CH:24]=[C:23]([CH2:25][CH:26]([CH3:28])[CH3:27])[S:22][C:21]=2[S:29]([NH:32][C:33]([CH3:36])([CH3:35])[CH3:34])(=[O:31])=[O:30])=[CH:16][CH:15]=1. The catalyst is O. The product is [CH2:25]([C:23]1[S:22][C:21]([S:29]([NH:32][C:33]([CH3:34])([CH3:35])[CH3:36])(=[O:30])=[O:31])=[C:20]([C:17]2[CH:16]=[CH:15][C:14]([CH2:13][N:8]3[N:9]=[N:10][CH:11]=[N:7]3)=[CH:19][CH:18]=2)[CH:24]=1)[CH:26]([CH3:28])[CH3:27]. The yield is 0.230. (2) The reactants are Cl.[CH2:2]1[C:8]2[CH:9]=[CH:10][CH:11]=[CH:12][C:7]=2[CH2:6][CH2:5][NH:4][CH2:3]1.CCN(C(C)C)C(C)C.Cl[C:23]1[N:24]=[C:25]([S:31][CH3:32])[N:26]=[N:27][C:28]=1[C:29]#[N:30]. The catalyst is C(O)C. The product is [CH3:32][S:31][C:25]1[N:26]=[N:27][C:28]([C:29]#[N:30])=[C:23]([N:4]2[CH2:3][CH2:2][C:8]3[CH:9]=[CH:10][CH:11]=[CH:12][C:7]=3[CH2:6][CH2:5]2)[N:24]=1. The yield is 0.585. (3) The reactants are O[CH2:2][C:3]1[CH:12]=[N:11][C:10]2[N:9]3[CH2:13][CH2:14][CH2:15][C@H:8]3[C:7](=[O:16])[NH:6][C:5]=2[CH:4]=1.[F:17][C:18]1[CH:23]=[C:22]([F:24])[CH:21]=[CH:20][C:19]=1[N:25]1[CH2:30][CH2:29][NH:28][CH2:27][CH2:26]1.[I-].C(C[P+](C)(C)C)#N.C(N(CC)C(C)C)(C)C. The catalyst is C(#N)CC.CS(C)=O. The product is [F:17][C:18]1[CH:23]=[C:22]([F:24])[CH:21]=[CH:20][C:19]=1[N:25]1[CH2:26][CH2:27][N:28]([CH2:2][C:3]2[CH:12]=[N:11][C:10]3[N:9]4[CH2:13][CH2:14][CH2:15][C@H:8]4[C:7](=[O:16])[NH:6][C:5]=3[CH:4]=2)[CH2:29][CH2:30]1. The yield is 0.231. (4) The reactants are Cl.Cl.Cl.[NH2:4][C:5]1[N:10]=[CH:9][N:8]=[C:7]2[N:11]([CH:15]([C:17]3[CH:18]=[C:19]([Cl:34])[C:20]([C:32]#[N:33])=[C:21]4[C:27]=3[O:26][CH2:25][CH2:24][N:23]([CH:28]3[CH2:31][NH:30][CH2:29]3)[CH2:22]4)[CH3:16])[N:12]=[C:13]([CH3:14])[C:6]=12.Br[CH2:36][CH2:37][OH:38].C(N(CC)CC)C. The catalyst is CN(C)C=O. The product is [NH2:4][C:5]1[N:10]=[CH:9][N:8]=[C:7]2[N:11]([CH:15]([C:17]3[CH:18]=[C:19]([Cl:34])[C:20]([C:32]#[N:33])=[C:21]4[C:27]=3[O:26][CH2:25][CH2:24][N:23]([CH:28]3[CH2:31][N:30]([CH2:36][CH2:37][OH:38])[CH2:29]3)[CH2:22]4)[CH3:16])[N:12]=[C:13]([CH3:14])[C:6]=12. The yield is 0.500. (5) The reactants are Cl[C:2]1[C:3](=[O:16])[NH:4][C:5]2[C:10]([N:11]=1)=[CH:9][C:8]([C:12]([O:14][CH3:15])=[O:13])=[CH:7][CH:6]=2.CCN(C(C)C)C(C)C.[CH3:26][O:27][CH2:28][C@H:29]1[CH2:33][CH2:32][CH2:31][NH:30]1. The catalyst is CS(C)=O. The product is [CH3:26][O:27][CH2:28][C@H:29]1[CH2:33][CH2:32][CH2:31][N:30]1[C:2]1[C:3](=[O:16])[NH:4][C:5]2[C:10]([N:11]=1)=[CH:9][C:8]([C:12]([O:14][CH3:15])=[O:13])=[CH:7][CH:6]=2. The yield is 0.810. (6) The reactants are [NH2:1][C:2]1[CH:10]=[CH:9][C:5]2[N:6]=[CH:7][S:8][C:4]=2[CH:3]=1.[N:11]([O-])=O.[Na+].O.O.Cl[Sn]Cl.[CH3:20][CH:21]([CH3:27])[C:22](=O)[CH2:23][C:24]#[N:25]. The catalyst is Cl.O.CCO. The product is [S:8]1[C:4]2[CH:3]=[C:2]([N:1]3[C:24]([NH2:25])=[CH:23][C:22]([CH:21]([CH3:27])[CH3:20])=[N:11]3)[CH:10]=[CH:9][C:5]=2[N:6]=[CH:7]1. The yield is 0.930. (7) The reactants are [CH3:1][C:2]1[CH:7]=[CH:6][C:5](B(O)O)=[CH:4][CH:3]=1.[C:11]([O:15][C:16]([C:18]1[S:19][C:20](Br)=[CH:21][C:22]=1[NH:23][S:24]([C:27]1[C:28]([CH3:33])=[CH:29][CH:30]=[CH:31][CH:32]=1)(=[O:26])=[O:25])=[O:17])([CH3:14])([CH3:13])[CH3:12].C1(C)C=CC=CC=1.CO.C([O-])([O-])=O.[Na+].[Na+]. The catalyst is C1(C)C=CC=CC=1.C1C=CC([P]([Pd]([P](C2C=CC=CC=2)(C2C=CC=CC=2)C2C=CC=CC=2)([P](C2C=CC=CC=2)(C2C=CC=CC=2)C2C=CC=CC=2)[P](C2C=CC=CC=2)(C2C=CC=CC=2)C2C=CC=CC=2)(C2C=CC=CC=2)C2C=CC=CC=2)=CC=1. The product is [C:11]([O:15][C:16]([C:18]1[S:19][C:20]([C:5]2[CH:6]=[CH:7][C:2]([CH3:1])=[CH:3][CH:4]=2)=[CH:21][C:22]=1[NH:23][S:24]([C:27]1[C:28]([CH3:33])=[CH:29][CH:30]=[CH:31][CH:32]=1)(=[O:26])=[O:25])=[O:17])([CH3:14])([CH3:13])[CH3:12]. The yield is 0.810. (8) The reactants are [NH2:1][C:2]1[CH:3]=[C:4]([CH:7]=[CH:8][C:9]=1[NH2:10])[C:5]#[N:6].[C:11](N1C=CN=C1)(N1C=CN=C1)=[O:12]. The catalyst is C1COCC1.CCOC(C)=O. The product is [C:5]([C:4]1[CH:7]=[CH:8][C:9]2[NH:10][C:11](=[O:12])[NH:1][C:2]=2[CH:3]=1)#[N:6]. The yield is 0.800. (9) The reactants are [OH:1][CH2:2][CH2:3][NH:4][CH2:5][CH:6]([C:8]1[CH:13]=[CH:12][C:11]([N+:14]([O-:16])=[O:15])=[C:10]([CH3:17])[CH:9]=1)[OH:7].[CH3:18][C:19]([O:22][C:23](O[C:23]([O:22][C:19]([CH3:21])([CH3:20])[CH3:18])=[O:24])=[O:24])([CH3:21])[CH3:20]. The catalyst is C1COCC1. The product is [OH:7][CH:6]([C:8]1[CH:13]=[CH:12][C:11]([N+:14]([O-:16])=[O:15])=[C:10]([CH3:17])[CH:9]=1)[CH2:5][N:4]([CH2:3][CH2:2][OH:1])[C:23](=[O:24])[O:22][C:19]([CH3:21])([CH3:20])[CH3:18]. The yield is 0.740.